This data is from Reaction yield outcomes from USPTO patents with 853,638 reactions. The task is: Predict the reaction yield, written as a fraction of the theoretical maximum amount of product (1.0 means a 100% yield; for example, 0.34 means a 34% yield). (1) The reactants are [F:1][C:2]1[CH:7]=[CH:6][C:5]([F:8])=[CH:4][C:3]=1[C:9]1[N:13]=[C:12]([C@H:14]([N:19]([CH2:30][C@H:31]2[C@@H:35]([F:36])[CH2:34][N:33](C(OCC3C=CC=CC=3)=O)[CH2:32]2)[C:20]([N:22]2[CH2:27][C@@H:26]([CH3:28])[O:25][C@@H:24]([CH3:29])[CH2:23]2)=[O:21])[C:15]([CH3:18])([CH3:17])[CH3:16])[N:11]([CH2:47][C:48]2[CH:53]=[CH:52][CH:51]=[C:50]([F:54])[CH:49]=2)[N:10]=1. The catalyst is C(O)C.[Pd]. The product is [F:1][C:2]1[CH:7]=[CH:6][C:5]([F:8])=[CH:4][C:3]=1[C:9]1[N:13]=[C:12]([C@H:14]([N:19]([CH2:30][C@H:31]2[C@@H:35]([F:36])[CH2:34][NH:33][CH2:32]2)[C:20]([N:22]2[CH2:23][C@@H:24]([CH3:29])[O:25][C@@H:26]([CH3:28])[CH2:27]2)=[O:21])[C:15]([CH3:17])([CH3:16])[CH3:18])[N:11]([CH2:47][C:48]2[CH:53]=[CH:52][CH:51]=[C:50]([F:54])[CH:49]=2)[N:10]=1. The yield is 0.630. (2) The yield is 0.460. The catalyst is C1COCC1.C(OCC)(=O)C. The reactants are Br[C:2]1[C:10]2[O:9][CH2:8][C:7]([CH3:12])([CH3:11])[C:6]=2[CH:5]=[C:4]([CH2:13][CH:14]([CH3:16])[CH3:15])[CH:3]=1.[Li]CCCC.C([O:25][B:26](OC(C)C)[O:27]C(C)C)(C)C.Cl. The product is [CH2:13]([C:4]1[CH:3]=[C:2]([B:26]([OH:27])[OH:25])[C:10]2[O:9][CH2:8][C:7]([CH3:12])([CH3:11])[C:6]=2[CH:5]=1)[CH:14]([CH3:16])[CH3:15]. (3) The reactants are Br[C:2]1[CH:3]=[C:4]2[C:9](=[CH:10][CH:11]=1)[N:8]=[CH:7][C:6]([C:12](=[O:16])[CH:13]([CH3:15])[CH3:14])=[C:5]2[N:17]1[CH2:22][CH2:21][CH:20]([CH2:23][N:24]2[CH2:28][CH2:27][CH2:26][CH2:25]2)[CH2:19][CH2:18]1.[Cl:29][C:30]1[CH:35]=[C:34](B2OC(C)(C)C(C)(C)O2)[CH:33]=[C:32]([F:45])[C:31]=1[OH:46]. No catalyst specified. The product is [Cl:29][C:30]1[CH:35]=[C:34]([C:2]2[CH:3]=[C:4]3[C:9](=[CH:10][CH:11]=2)[N:8]=[CH:7][C:6]([C:12](=[O:16])[CH:13]([CH3:15])[CH3:14])=[C:5]3[N:17]2[CH2:18][CH2:19][CH:20]([CH2:23][N:24]3[CH2:25][CH2:26][CH2:27][CH2:28]3)[CH2:21][CH2:22]2)[CH:33]=[C:32]([F:45])[C:31]=1[OH:46]. The yield is 0.790. (4) The reactants are [C:1]([O:5][C:6]([N:8]1[CH2:13][CH2:12][CH2:11][CH2:10][C@@:9]1([CH3:17])[C:14]([OH:16])=O)=[O:7])([CH3:4])([CH3:3])[CH3:2].C(N(C(C)C)CC)(C)C.CN(C(ON1N=NC2C=CC=NC1=2)=[N+](C)C)C.F[P-](F)(F)(F)(F)F.[CH3:51][O:52][C@@H:53]([C@@H:71]1[CH2:75][CH2:74][CH2:73][N:72]1[C:76](=[O:95])[CH2:77][C@@H:78]([O:93][CH3:94])[C@@H:79]([N:84]([CH3:92])[C:85](=[O:91])[C@H:86]([CH:88]([CH3:90])[CH3:89])[NH2:87])[C@@H:80]([CH3:83])[CH2:81][CH3:82])[C@@H:54]([CH3:70])[C:55]([NH:57][C@H:58]([C:66]([O:68][CH3:69])=[O:67])[CH2:59][C:60]1[CH:65]=[CH:64][CH:63]=[CH:62][CH:61]=1)=[O:56]. The catalyst is ClCCl.CN(C)C=O. The product is [C:1]([O:5][C:6]([N:8]1[CH2:13][CH2:12][CH2:11][CH2:10][C@:9]1([C:14]([NH:87][C@H:86]([C:85]([N:84]([CH3:92])[C@@H:79]([C@@H:80]([CH3:83])[CH2:81][CH3:82])[C@H:78]([O:93][CH3:94])[CH2:77][C:76]([N:72]1[CH2:73][CH2:74][CH2:75][C@H:71]1[C@H:53]([O:52][CH3:51])[C@@H:54]([CH3:70])[C:55]([NH:57][C@H:58]([C:66]([O:68][CH3:69])=[O:67])[CH2:59][C:60]1[CH:61]=[CH:62][CH:63]=[CH:64][CH:65]=1)=[O:56])=[O:95])=[O:91])[CH:88]([CH3:89])[CH3:90])=[O:16])[CH3:17])=[O:7])([CH3:2])([CH3:3])[CH3:4]. The yield is 0.390. (5) The reactants are [N+](=CC(OCC)=O)=[N-].[CH2:9]([O:11][C:12]([C@@H:14]1[CH2:16][C@H:15]1[C:17]1[CH:22]=[C:21]([F:23])[C:20]([N+:24]([O-])=O)=[CH:19][C:18]=1[F:27])=[O:13])[CH3:10].C(OCC)(=O)/C=C/C(OCC)=O. The catalyst is C(Cl)(Cl)Cl.C(O)C.[Pt]=O. The product is [NH2:24][C:20]1[C:21]([F:23])=[CH:22][C:17]([C@@H:15]2[CH2:16][C@H:14]2[C:12]([O:11][CH2:9][CH3:10])=[O:13])=[C:18]([F:27])[CH:19]=1. The yield is 0.900.